Dataset: hERG Central: cardiac toxicity at 1µM, 10µM, and general inhibition. Task: Predict hERG channel inhibition at various concentrations. (1) The molecule is COc1ccc(N2CCN(C(=O)c3cccc(Br)c3)CC2)c([N+](=O)[O-])c1. Results: hERG_inhib (hERG inhibition (general)): blocker. (2) The molecule is Cn1cc(CN2CCN(Cc3ccccc3)CC2)c(-c2cccc(Cl)c2)n1. Results: hERG_inhib (hERG inhibition (general)): blocker. (3) The compound is CCCCN(C)C1=Nc2cccc3cccc1c23. Results: hERG_inhib (hERG inhibition (general)): blocker. (4) The molecule is COc1cc2cc(C(c3nnnn3Cc3ccc(F)cc3)N3CCCCCC3)c(=O)[nH]c2cc1OC. Results: hERG_inhib (hERG inhibition (general)): blocker. (5) The compound is CCCCCCCCC[n+]1cccc2c3ccccc3ccc21.[Br-]. Results: hERG_inhib (hERG inhibition (general)): blocker. (6) Results: hERG_inhib (hERG inhibition (general)): blocker. The compound is COCCn1cnnc1SCC(=O)Nc1cccc(S(=O)(=O)N2CCCCCC2)c1. (7) Results: hERG_inhib (hERG inhibition (general)): blocker. The drug is CCC(=O)Nc1cccc(C(=O)/C=C/c2ccc(F)cc2)c1.